From a dataset of Catalyst prediction with 721,799 reactions and 888 catalyst types from USPTO. Predict which catalyst facilitates the given reaction. (1) Reactant: [Cl:1][C:2]1[CH:7]=[CH:6][C:5]([S:8]([C:11]2([C:22]3[CH:27]=[C:26]([F:28])[CH:25]=[CH:24][C:23]=3[F:29])[CH2:16][CH2:15][CH:14]([CH2:17][S:18]([NH2:21])(=[O:20])=[O:19])[CH2:13][CH2:12]2)(=[O:10])=[O:9])=[CH:4][CH:3]=1.[C:30](O)(=[O:32])[CH3:31].CN(C1C=CC=CN=1)C.Cl.CN(C)CCCN=C=NCC. Product: [C:30]([NH:21][S:18]([CH2:17][CH:14]1[CH2:13][CH2:12][C:11]([S:8]([C:5]2[CH:6]=[CH:7][C:2]([Cl:1])=[CH:3][CH:4]=2)(=[O:9])=[O:10])([C:22]2[CH:27]=[C:26]([F:28])[CH:25]=[CH:24][C:23]=2[F:29])[CH2:16][CH2:15]1)(=[O:20])=[O:19])(=[O:32])[CH3:31]. The catalyst class is: 4. (2) The catalyst class is: 5. Product: [ClH:35].[CH3:1][O:2][C:3]1[CH:12]=[C:11]2[C:6]([N:7]=[CH:8][C:9](=[O:34])[N:10]2[CH2:13][CH2:14][N:15]2[CH2:20][CH2:19][CH:18]([NH:21][CH2:22][C:23]3[CH:24]=[CH:25][C:26]4[O:27][CH2:28][C:29](=[O:33])[NH:30][C:31]=4[N:32]=3)[CH2:17][CH2:16]2)=[CH:5][CH:4]=1. Reactant: [CH3:1][O:2][C:3]1[CH:12]=[C:11]2[C:6]([N:7]=[CH:8][C:9](=[O:34])[N:10]2[CH2:13][CH2:14][N:15]2[CH2:20][CH2:19][CH:18]([NH:21][CH2:22][C:23]3[CH:24]=[CH:25][C:26]4[O:27][CH2:28][C:29](=[O:33])[NH:30][C:31]=4[N:32]=3)[CH2:17][CH2:16]2)=[CH:5][CH:4]=1.[ClH:35].C(OCC)(=O)C.